From a dataset of Forward reaction prediction with 1.9M reactions from USPTO patents (1976-2016). Predict the product of the given reaction. (1) Given the reactants Br[C:2]1[CH:9]=[C:8]([NH:10][CH:11]2[CH2:16][CH2:15][CH:14]([OH:17])[CH2:13][CH2:12]2)[C:5]([C:6]#[N:7])=[C:4]([F:18])[CH:3]=1.[CH3:19][C:20]1([CH3:34])[CH2:28][C:27]2[NH:26][CH:25]=[C:24]([C:29]([F:32])([F:31])[F:30])[C:23]=2[C:22](=[O:33])[CH2:21]1.C([O-])([O-])=O.[K+].[K+].CNCCNC, predict the reaction product. The product is: [CH3:19][C:20]1([CH3:34])[CH2:28][C:27]2[N:26]([C:2]3[CH:9]=[C:8]([NH:10][CH:11]4[CH2:16][CH2:15][CH:14]([OH:17])[CH2:13][CH2:12]4)[C:5]([C:6]#[N:7])=[C:4]([F:18])[CH:3]=3)[CH:25]=[C:24]([C:29]([F:32])([F:30])[F:31])[C:23]=2[C:22](=[O:33])[CH2:21]1. (2) Given the reactants [N:1]1[CH:6]=[CH:5][CH:4]=[C:3]([NH:7][C:8](=[O:15])OCC(Cl)(Cl)Cl)[N:2]=1.Cl.Cl.[C:18]1([C:24]2[N:29]=[C:28]([N:30]3[CH2:35][CH2:34][NH:33][CH2:32][CH2:31]3)[CH:27]=[CH:26][N:25]=2)[CH:23]=[CH:22][CH:21]=[CH:20][CH:19]=1, predict the reaction product. The product is: [C:18]1([C:24]2[N:29]=[C:28]([N:30]3[CH2:35][CH2:34][N:33]([C:8]([NH:7][C:3]4[N:2]=[N:1][CH:6]=[CH:5][CH:4]=4)=[O:15])[CH2:32][CH2:31]3)[CH:27]=[CH:26][N:25]=2)[CH:19]=[CH:20][CH:21]=[CH:22][CH:23]=1. (3) Given the reactants Cl[C:2]1[N:7]=[CH:6][N:5]=[C:4]([NH:8][C:9]2[CH:14]=[CH:13][C:12]([P:15]([CH3:18])([CH3:17])=[O:16])=[CH:11][CH:10]=2)[N:3]=1.C(N(CC)CC)C.[NH2:26][N:27]1[CH2:32][CH2:31][N:30]([CH3:33])[CH2:29][CH2:28]1, predict the reaction product. The product is: [CH3:17][P:15]([C:12]1[CH:13]=[CH:14][C:9]([NH:8][C:4]2[N:3]=[C:2]([NH:26][N:27]3[CH2:32][CH2:31][N:30]([CH3:33])[CH2:29][CH2:28]3)[N:7]=[CH:6][N:5]=2)=[CH:10][CH:11]=1)([CH3:18])=[O:16]. (4) Given the reactants [C:1]([CH2:4][C:5]1[CH:13]=[CH:12][C:8]([C:9]([OH:11])=[O:10])=[CH:7][CH:6]=1)([OH:3])=[O:2].S(Cl)(Cl)=O.[CH3:18]O, predict the reaction product. The product is: [CH3:18][O:2][C:1](=[O:3])[CH2:4][C:5]1[CH:13]=[CH:12][C:8]([C:9]([OH:11])=[O:10])=[CH:7][CH:6]=1. (5) Given the reactants [F:1][C:2]([F:16])([F:15])[C@H:3]([O:13][CH3:14])[CH2:4][O:5]CC1C=CC=CC=1, predict the reaction product. The product is: [F:1][C:2]([F:16])([F:15])[C@H:3]([O:13][CH3:14])[CH2:4][OH:5].